This data is from Full USPTO retrosynthesis dataset with 1.9M reactions from patents (1976-2016). The task is: Predict the reactants needed to synthesize the given product. (1) Given the product [Br:29][CH2:2][C:3]1[CH:20]=[CH:19][C:6]2/[C:7](=[CH:16]\[C:17]#[N:18])/[C:8]3[CH:15]=[CH:14][CH:13]=[CH:12][C:9]=3[O:10][CH2:11][C:5]=2[CH:4]=1, predict the reactants needed to synthesize it. The reactants are: O[CH2:2][C:3]1[CH:20]=[CH:19][C:6]2/[C:7](=[CH:16]\[C:17]#[N:18])/[C:8]3[CH:15]=[CH:14][CH:13]=[CH:12][C:9]=3[O:10][CH2:11][C:5]=2[CH:4]=1.N1C(C)=CC=CC=1C.[Br-:29].[Li+].CS(OS(C)(=O)=O)(=O)=O. (2) Given the product [OH:22][CH2:21][CH2:20][O:19][CH2:18][CH2:17][NH:16][C:9](=[O:10])[O:11][C:12]([CH3:13])([CH3:14])[CH3:15], predict the reactants needed to synthesize it. The reactants are: [CH3:13][C:12]([O:11][C:9](O[C:9]([O:11][C:12]([CH3:15])([CH3:14])[CH3:13])=[O:10])=[O:10])([CH3:15])[CH3:14].[NH2:16][CH2:17][CH2:18][O:19][CH2:20][CH2:21][OH:22]. (3) Given the product [ClH:1].[CH2:4]([N:3]([CH3:2])[C:17](=[NH:18])[NH:19][C:20](=[NH:21])[NH2:22])[CH2:5][CH2:6][CH2:7][CH2:8][CH2:9][CH2:10][CH2:11][CH2:12][CH2:13][CH2:14][CH2:23][CH3:24], predict the reactants needed to synthesize it. The reactants are: [ClH:1].[CH3:2][NH:3][CH2:4][CH2:5][CH2:6][CH2:7][CH2:8][CH2:9][CH2:10][CH2:11][CH2:12][CH2:13][CH2:14]CC.[C:17]([N:19]=[C:20]([NH2:22])[NH2:21])#[N:18].[CH2:23](O)[CH3:24]. (4) Given the product [C:23]([O:26][C:27]([NH:1][CH:2]1[CH2:8][C@@H:7]2[O:9][C@@H:4]([CH2:5][CH2:6]2)[CH:3]1[C:10]([O:12][CH2:13][CH3:14])=[O:11])=[O:28])([CH3:25])([CH3:24])[CH3:22], predict the reactants needed to synthesize it. The reactants are: [NH2:1][CH:2]1[CH2:8][C@@H:7]2[O:9][C@@H:4]([CH2:5][CH2:6]2)[CH:3]1[C:10]([O:12][CH2:13][CH3:14])=[O:11].CCN(CC)CC.[CH3:22][C:23]([O:26][C:27](O[C:27]([O:26][C:23]([CH3:25])([CH3:24])[CH3:22])=[O:28])=[O:28])([CH3:25])[CH3:24]. (5) Given the product [C:1]([NH:4][C:5]1[N:6]=[C:7]([NH:30][CH:27]([CH3:29])[CH3:28])[C:8]2[N:14]=[C:13]([C:15]3[CH:20]=[CH:19][C:18]([F:21])=[CH:17][CH:16]=3)[CH:12]=[CH:11][C:9]=2[N:10]=1)(=[O:3])[CH3:2], predict the reactants needed to synthesize it. The reactants are: [C:1]([NH:4][C:5]1[N:6]=[C:7](C2N=CNN=2)[C:8]2[N:14]=[C:13]([C:15]3[CH:20]=[CH:19][C:18]([F:21])=[CH:17][CH:16]=3)[CH:12]=[CH:11][C:9]=2[N:10]=1)(=[O:3])[CH3:2].[CH:27]([NH2:30])([CH3:29])[CH3:28]. (6) Given the product [C:22]1([C:25]2[CH:26]=[CH:27][CH:28]=[CH:29][CH:30]=2)[CH:21]=[CH:20][C:19]([CH2:18][N:2]2[CH2:7][CH2:6][CH:5]([CH2:8][CH2:9][N:10]3[C:14](=[O:15])[CH2:13][O:12][C:11]3=[O:16])[CH2:4][CH2:3]2)=[CH:24][CH:23]=1, predict the reactants needed to synthesize it. The reactants are: Cl.[NH:2]1[CH2:7][CH2:6][CH:5]([CH2:8][CH2:9][N:10]2[C:14](=[O:15])[CH2:13][O:12][C:11]2=[O:16])[CH2:4][CH2:3]1.Cl[CH2:18][C:19]1[CH:24]=[CH:23][C:22]([C:25]2[CH:30]=[CH:29][CH:28]=[CH:27][CH:26]=2)=[CH:21][CH:20]=1.C(=O)([O-])[O-].[Na+].[Na+]. (7) The reactants are: [NH:1]1[CH:5]=[C:4]([C:6]2[CH:26]=[CH:25][CH:24]=[CH:23][C:7]=2[O:8][CH2:9][C:10]([C:12]2[CH:22]=[CH:21][CH:20]=[CH:19][C:13]=2[C:14]([O:16]CC)=[O:15])=[O:11])[N:3]=[CH:2]1.O[Li].O.Cl.N. Given the product [NH:1]1[CH:5]=[C:4]([C:6]2[CH:26]=[CH:25][CH:24]=[CH:23][C:7]=2[O:8][CH2:9][C:10]([C:12]2[CH:22]=[CH:21][CH:20]=[CH:19][C:13]=2[C:14]([OH:16])=[O:15])=[O:11])[N:3]=[CH:2]1, predict the reactants needed to synthesize it. (8) Given the product [N+:18]([C:15]1[CH:16]=[CH:17][C:12]([CH2:11][N:10]2[CH2:9][CH2:8][NH:7][CH2:26][C:25]2=[O:28])=[C:13]([C:21]([F:23])([F:22])[F:24])[CH:14]=1)([O-:20])=[O:19], predict the reactants needed to synthesize it. The reactants are: C(OC(=O)[NH:7][CH2:8][CH2:9][N:10]([C:25](=[O:28])[CH2:26]Cl)[CH2:11][C:12]1[CH:17]=[CH:16][C:15]([N+:18]([O-:20])=[O:19])=[CH:14][C:13]=1[C:21]([F:24])([F:23])[F:22])(C)(C)C.CC#N.C([O-])([O-])=O.[Cs+].[Cs+].